Dataset: Catalyst prediction with 721,799 reactions and 888 catalyst types from USPTO. Task: Predict which catalyst facilitates the given reaction. (1) Reactant: CC1CC(OC([N:11]2[CH:16]=[C:15]([Si](C(C)C)(C(C)C)C(C)C)[C:14](=[O:27])[CH2:13][CH:12]2[C:28]2[CH:33]=[CH:32][C:31]([F:34])=[CH:30][CH:29]=2)=O)C(C(C)(C2C=CC=CC=2)C)CC1.C[O-].[Na+].C(O)(=O)C(O)=O. Product: [F:34][C:31]1[CH:32]=[CH:33][C:28]([C@@H:12]2[CH2:13][C:14](=[O:27])[CH:15]=[CH:16][NH:11]2)=[CH:29][CH:30]=1. The catalyst class is: 5. (2) Reactant: Cl.Cl.[F:3][C:4]([F:28])([F:27])[C:5]1[CH:6]=[CH:7][C:8]([C:11]2[CH:12]=[C:13]([C@H:17]3[CH2:21][C:20]4([CH2:26][CH2:25][NH:24][CH2:23][CH2:22]4)[O:19][CH2:18]3)[CH:14]=[CH:15][CH:16]=2)=[N:9][CH:10]=1.[CH3:29][C:30]1[C:34]([CH3:35])=[C:33]([NH:36][C:37](=O)[O:38]C2C=CC=CC=2)[O:32][N:31]=1.CCN(C(C)C)C(C)C. Product: [CH3:29][C:30]1[C:34]([CH3:35])=[C:33]([NH:36][C:37]([N:24]2[CH2:23][CH2:22][C:20]3([O:19][CH2:18][C@@H:17]([C:13]4[CH:14]=[CH:15][CH:16]=[C:11]([C:8]5[CH:7]=[CH:6][C:5]([C:4]([F:3])([F:27])[F:28])=[CH:10][N:9]=5)[CH:12]=4)[CH2:21]3)[CH2:26][CH2:25]2)=[O:38])[O:32][N:31]=1. The catalyst class is: 10. (3) Reactant: [NH:1]([CH2:5][CH2:6][OH:7])[CH2:2][CH2:3][OH:4].[Br:8][C:9]1[S:13][C:12]([S:14](Cl)(=[O:16])=[O:15])=[CH:11][CH:10]=1.C(N(CC)CC)C. Product: [OH:4][CH2:3][CH2:2][N:1]([CH2:5][CH2:6][OH:7])[S:14]([C:12]1[S:13][C:9]([Br:8])=[CH:10][CH:11]=1)(=[O:16])=[O:15]. The catalyst class is: 1. (4) Reactant: [Cl:1][C:2]1[C:7]([N+:8]([O-])=O)=[CH:6][CH:5]=[CH:4][C:3]=1[N:11]1[CH2:16][CH2:15][O:14][CH2:13][CH2:12]1. Product: [Cl:1][C:2]1[C:3]([N:11]2[CH2:16][CH2:15][O:14][CH2:13][CH2:12]2)=[CH:4][CH:5]=[CH:6][C:7]=1[NH2:8]. The catalyst class is: 180. (5) The catalyst class is: 11. Reactant: [F:1][C:2]1[C:3]([C:8]([OH:10])=O)=[N:4][CH:5]=[CH:6][CH:7]=1.S(Cl)([Cl:13])=O. Product: [F:1][C:2]1[C:3]([C:8]([Cl:13])=[O:10])=[N:4][CH:5]=[CH:6][CH:7]=1. (6) Reactant: Cl[C:2]1[N:7]=[C:6]([NH:8][C:9]2[CH:14]=[CH:13][CH:12]=[CH:11][C:10]=2[C:15]2[N:16]([CH3:20])[CH:17]=[CH:18][N:19]=2)[C:5]([Cl:21])=[CH:4][N:3]=1.[CH2:22]([N:24]1[CH2:30][CH2:29][C:28]2[CH:31]=[C:32]([NH2:35])[CH:33]=[CH:34][C:27]=2[CH2:26][CH2:25]1)[CH3:23].Cl.O1CCOCC1.C(O)(C(F)(F)F)=O. Product: [Cl:21][C:5]1[C:6]([NH:8][C:9]2[CH:14]=[CH:13][CH:12]=[CH:11][C:10]=2[C:15]2[N:16]([CH3:20])[CH:17]=[CH:18][N:19]=2)=[N:7][C:2]([NH:35][C:32]2[CH:33]=[CH:34][C:27]3[CH2:26][CH2:25][N:24]([CH2:22][CH3:23])[CH2:30][CH2:29][C:28]=3[CH:31]=2)=[N:3][CH:4]=1. The catalyst class is: 141. (7) Reactant: Cl[C:2]1[CH:7]=[CH:6][NH:5][C:4](=[O:8])[C:3]=1[C:9]1[NH:28][C:12]2=[CH:13][C:14]3[C:15](=[O:27])[N:16]([CH2:22][CH2:23][N:24]([CH3:26])[CH3:25])[C:17](=[O:21])[C:18]=3[C:19]([CH3:20])=[C:11]2[N:10]=1.[F:29][C:30]1[C:35]([F:36])=[CH:34][C:33]([F:37])=[C:32]([F:38])[C:31]=1[CH2:39][CH:40]([NH2:42])[CH3:41]. Product: [CH3:25][N:24]([CH3:26])[CH2:23][CH2:22][N:16]1[C:15](=[O:27])[C:14]2[CH:13]=[C:12]3[NH:28][C:9]([C:3]4[C:4](=[O:8])[NH:5][CH:6]=[CH:7][C:2]=4[NH:42][CH:40]([CH3:41])[CH2:39][C:31]4[C:32]([F:38])=[C:33]([F:37])[CH:34]=[C:35]([F:36])[C:30]=4[F:29])=[N:10][C:11]3=[C:19]([CH3:20])[C:18]=2[C:17]1=[O:21]. The catalyst class is: 51.